From a dataset of Forward reaction prediction with 1.9M reactions from USPTO patents (1976-2016). Predict the product of the given reaction. Given the reactants Cl[C:2]1([C:14]2[CH:19]=[CH:18][CH:17]=[CH:16][C:15]=2[O:20][CH3:21])[C:10]2[C:5](=[CH:6][CH:7]=[C:8]([C:11]#[N:12])[CH:9]=2)[NH:4][C:3]1=[O:13].Cl.[CH3:23][N:24]([CH3:31])[C:25](=[O:30])[C@@H:26]([NH:28][CH3:29])[CH3:27], predict the reaction product. The product is: [C:11]([C:8]1[CH:9]=[C:10]2[C:5](=[CH:6][CH:7]=1)[NH:4][C:3](=[O:13])[C:2]2([CH2:29][NH:28][C@@H:26]([CH3:27])[C:25]([N:24]([CH3:31])[CH3:23])=[O:30])[C:14]1[CH:19]=[CH:18][CH:17]=[CH:16][C:15]=1[O:20][CH3:21])#[N:12].